From a dataset of Catalyst prediction with 721,799 reactions and 888 catalyst types from USPTO. Predict which catalyst facilitates the given reaction. (1) Reactant: [NH:1]([CH2:5][CH2:6][OH:7])[CH2:2][CH2:3][OH:4].Cl[C:9]1[C:18]2[C:13](=[CH:14][CH:15]=[CH:16][CH:17]=2)[N:12]=[C:11]([C:19]([F:22])([F:21])[F:20])[CH:10]=1. Product: [OH:4][CH2:3][CH2:2][N:1]([C:9]1[C:18]2[C:13](=[CH:14][CH:15]=[CH:16][CH:17]=2)[N:12]=[C:11]([C:19]([F:22])([F:20])[F:21])[CH:10]=1)[CH2:5][CH2:6][OH:7]. The catalyst class is: 170. (2) Reactant: [CH3:1][N:2]1[CH:6]=[CH:5][N:4]=[C:3]1[C:7](=[N:14][O:15][CH2:16][C:17]1[N:22]=[C:21]([NH2:23])[CH:20]=[CH:19][N:18]=1)[C:8]1[CH:13]=[CH:12][CH:11]=[CH:10][CH:9]=1.C(N(CC)CC)C.[CH3:31][CH2:32][CH2:33][CH2:34][CH2:35][O:36][C:37](Cl)=[O:38]. Product: [CH3:1][N:2]1[CH:6]=[CH:5][N:4]=[C:3]1[C:7](=[N:14][O:15][CH2:16][C:17]1[N:22]=[C:21]([NH:23][C:37](=[O:38])[O:36][CH2:35][CH2:34][CH2:33][CH2:32][CH3:31])[CH:20]=[CH:19][N:18]=1)[C:8]1[CH:9]=[CH:10][CH:11]=[CH:12][CH:13]=1. The catalyst class is: 4. (3) Reactant: [CH2:1]([N:8]1[CH2:13][CH2:12][CH:11]([C:14]([O:20][Si](C)(C)C)([CH3:19])[C:15]([F:18])([F:17])[F:16])[CH2:10][CH2:9]1)[C:2]1[CH:7]=[CH:6][CH:5]=[CH:4][CH:3]=1.[F-].C([N+](CCCC)(CCCC)CCCC)CCC. Product: [CH2:1]([N:8]1[CH2:9][CH2:10][CH:11]([C:14]([OH:20])([CH3:19])[C:15]([F:18])([F:16])[F:17])[CH2:12][CH2:13]1)[C:2]1[CH:3]=[CH:4][CH:5]=[CH:6][CH:7]=1. The catalyst class is: 1. (4) Reactant: Cl.[CH3:2][O:3][C:4]1[C:12]2[O:11][CH:10]=[C:9]([CH2:13][CH2:14][NH2:15])[C:8]=2[CH:7]=[CH:6][CH:5]=1.C(N(CC)CC)C.Cl[C:24]([O:26][CH2:27][CH3:28])=[O:25].O. Product: [CH3:2][O:3][C:4]1[C:12]2[O:11][CH:10]=[C:9]([CH2:13][CH2:14][NH:15][C:24](=[O:25])[O:26][CH2:27][CH3:28])[C:8]=2[CH:7]=[CH:6][CH:5]=1. The catalyst class is: 1. (5) Reactant: [Br:1][C:2]1[CH:3]=[CH:4][C:5]2[S:9][C:8](/[CH:10]=[CH:11]/[C:12]([O:14][C:15]([CH3:18])([CH3:17])[CH3:16])=[O:13])=[C:7]([CH3:19])[C:6]=2[CH:20]=1. Product: [Br:1][C:2]1[CH:3]=[CH:4][C:5]2[S:9][C:8]([CH2:10][CH2:11][C:12]([O:14][C:15]([CH3:16])([CH3:17])[CH3:18])=[O:13])=[C:7]([CH3:19])[C:6]=2[CH:20]=1. The catalyst class is: 11. (6) Reactant: [ClH:1].Cl.[NH2:3][CH:4]1[CH2:9][CH2:8][N:7]([CH2:10][CH2:11][N:12]2[C:21]3[C:16](=[N:17][CH:18]=[C:19]([O:22][CH3:23])[CH:20]=3)[CH:15]=[CH:14][C:13]2=[O:24])[CH2:6][CH2:5]1.C(N(CC)CC)C.[N:32]1[C:37]2[O:38][CH2:39][CH2:40][O:41][C:36]=2[CH:35]=[C:34]([CH:42]=O)[N:33]=1.[BH-](OC(C)=O)(OC(C)=O)OC(C)=O.[Na+].C([O-])(O)=O.[Na+]. Product: [ClH:1].[N:32]1[C:37]2[O:38][CH2:39][CH2:40][O:41][C:36]=2[CH:35]=[C:34]([CH2:42][NH:3][CH:4]2[CH2:5][CH2:6][N:7]([CH2:10][CH2:11][N:12]3[C:21]4[C:16](=[N:17][CH:18]=[C:19]([O:22][CH3:23])[CH:20]=4)[CH:15]=[CH:14][C:13]3=[O:24])[CH2:8][CH2:9]2)[N:33]=1. The catalyst class is: 147. (7) Reactant: [CH2:1]([N:3](CC)[CH2:4]C)C.[Cl:8][C:9]1[CH:18]=[C:17]([Cl:19])[C:16]([OH:20])=[C:15]2[C:10]=1[CH:11]=[CH:12][C:13]([CH:21]=O)=[N:14]2.Cl.CNC.C(O[BH-](OC(=O)C)OC(=O)C)(=O)C.[Na+]. Product: [ClH:8].[Cl:8][C:9]1[CH:18]=[C:17]([Cl:19])[C:16]([OH:20])=[C:15]2[C:10]=1[CH:11]=[CH:12][C:13]([CH2:21][N:3]([CH3:4])[CH3:1])=[N:14]2. The catalyst class is: 417.